From a dataset of Peptide-MHC class II binding affinity with 134,281 pairs from IEDB. Regression. Given a peptide amino acid sequence and an MHC pseudo amino acid sequence, predict their binding affinity value. This is MHC class II binding data. (1) The peptide sequence is VSTVVTATGLALSLLL. The MHC is DRB1_1301 with pseudo-sequence DRB1_1301. The binding affinity (normalized) is 0. (2) The peptide sequence is LRAHRLHQLAFDTYQ. The MHC is DRB1_0701 with pseudo-sequence DRB1_0701. The binding affinity (normalized) is 0.555. (3) The peptide sequence is LSFMDKGIPFMKMNI. The MHC is DRB4_0103 with pseudo-sequence DRB4_0103. The binding affinity (normalized) is 0.444. (4) The peptide sequence is YRVNRYTKSAHQKGE. The MHC is DRB1_1302 with pseudo-sequence DRB1_1302. The binding affinity (normalized) is 0.316. (5) The peptide sequence is KLLEDLTTDDHVTRV. The MHC is DRB1_0101 with pseudo-sequence DRB1_0101. The binding affinity (normalized) is 0.0331. (6) The peptide sequence is LPWTSGATTETPTWN. The MHC is DRB4_0101 with pseudo-sequence DRB4_0103. The binding affinity (normalized) is 0.135. (7) The peptide sequence is TGLWPFIRINNLKVK. The MHC is DRB5_0101 with pseudo-sequence DRB5_0101. The binding affinity (normalized) is 0.979. (8) The binding affinity (normalized) is 0.699. The peptide sequence is GEGQIVDKIDAAFKI. The MHC is DRB5_0101 with pseudo-sequence DRB5_0101. (9) The MHC is HLA-DPA10301-DPB10402 with pseudo-sequence HLA-DPA10301-DPB10402. The binding affinity (normalized) is 0.151. The peptide sequence is QISGVDLGLPNWGKY. (10) The peptide sequence is MSLLTEVETYVLSIV. The MHC is DRB1_0901 with pseudo-sequence DRB1_0901. The binding affinity (normalized) is 0.369.